Regression. Given two drug SMILES strings and cell line genomic features, predict the synergy score measuring deviation from expected non-interaction effect. From a dataset of NCI-60 drug combinations with 297,098 pairs across 59 cell lines. (1) Drug 1: CCC1=CC2CC(C3=C(CN(C2)C1)C4=CC=CC=C4N3)(C5=C(C=C6C(=C5)C78CCN9C7C(C=CC9)(C(C(C8N6C)(C(=O)OC)O)OC(=O)C)CC)OC)C(=O)OC.C(C(C(=O)O)O)(C(=O)O)O. Drug 2: CC1C(C(CC(O1)OC2CC(CC3=C2C(=C4C(=C3O)C(=O)C5=C(C4=O)C(=CC=C5)OC)O)(C(=O)C)O)N)O.Cl. Cell line: U251. Synergy scores: CSS=43.5, Synergy_ZIP=-2.27, Synergy_Bliss=-3.87, Synergy_Loewe=-9.30, Synergy_HSA=-1.64. (2) Drug 2: C1C(C(OC1N2C=NC(=NC2=O)N)CO)O. Drug 1: C1CN(CCN1C(=O)CCBr)C(=O)CCBr. Cell line: OVCAR-8. Synergy scores: CSS=37.1, Synergy_ZIP=-4.58, Synergy_Bliss=-0.404, Synergy_Loewe=8.50, Synergy_HSA=8.83. (3) Drug 1: C1=CC(=CC=C1CCC2=CNC3=C2C(=O)NC(=N3)N)C(=O)NC(CCC(=O)O)C(=O)O. Drug 2: CC12CCC3C(C1CCC2O)C(CC4=C3C=CC(=C4)O)CCCCCCCCCS(=O)CCCC(C(F)(F)F)(F)F. Cell line: SK-MEL-28. Synergy scores: CSS=11.8, Synergy_ZIP=-4.01, Synergy_Bliss=-0.273, Synergy_Loewe=-3.86, Synergy_HSA=-0.257. (4) Drug 1: CC12CCC3C(C1CCC2O)C(CC4=C3C=CC(=C4)O)CCCCCCCCCS(=O)CCCC(C(F)(F)F)(F)F. Drug 2: CC1=C(C(=O)C2=C(C1=O)N3CC4C(C3(C2COC(=O)N)OC)N4)N. Cell line: HL-60(TB). Synergy scores: CSS=38.5, Synergy_ZIP=2.73, Synergy_Bliss=3.49, Synergy_Loewe=-46.8, Synergy_HSA=-1.52. (5) Drug 1: C1=CC(=CC=C1CCCC(=O)O)N(CCCl)CCCl. Drug 2: CC1=C(N=C(N=C1N)C(CC(=O)N)NCC(C(=O)N)N)C(=O)NC(C(C2=CN=CN2)OC3C(C(C(C(O3)CO)O)O)OC4C(C(C(C(O4)CO)O)OC(=O)N)O)C(=O)NC(C)C(C(C)C(=O)NC(C(C)O)C(=O)NCCC5=NC(=CS5)C6=NC(=CS6)C(=O)NCCC[S+](C)C)O. Cell line: UO-31. Synergy scores: CSS=6.33, Synergy_ZIP=-4.62, Synergy_Bliss=-4.66, Synergy_Loewe=-43.5, Synergy_HSA=-2.66. (6) Drug 1: CCC1(CC2CC(C3=C(CCN(C2)C1)C4=CC=CC=C4N3)(C5=C(C=C6C(=C5)C78CCN9C7C(C=CC9)(C(C(C8N6C=O)(C(=O)OC)O)OC(=O)C)CC)OC)C(=O)OC)O.OS(=O)(=O)O. Drug 2: B(C(CC(C)C)NC(=O)C(CC1=CC=CC=C1)NC(=O)C2=NC=CN=C2)(O)O. Cell line: CAKI-1. Synergy scores: CSS=16.4, Synergy_ZIP=2.39, Synergy_Bliss=4.33, Synergy_Loewe=-8.41, Synergy_HSA=-0.116. (7) Drug 2: CC(C1=C(C=CC(=C1Cl)F)Cl)OC2=C(N=CC(=C2)C3=CN(N=C3)C4CCNCC4)N. Synergy scores: CSS=3.10, Synergy_ZIP=-1.12, Synergy_Bliss=2.26, Synergy_Loewe=1.06, Synergy_HSA=1.47. Drug 1: CS(=O)(=O)C1=CC(=C(C=C1)C(=O)NC2=CC(=C(C=C2)Cl)C3=CC=CC=N3)Cl. Cell line: TK-10.